From a dataset of Full USPTO retrosynthesis dataset with 1.9M reactions from patents (1976-2016). Predict the reactants needed to synthesize the given product. (1) Given the product [Cl:7][C:8]1[CH:16]=[C:15]2[C:11]([C:12]([CH2:31][CH2:32][CH2:33][S:34][CH3:35])=[C:13]([CH2:26][OH:27])[N:14]2[S:17]([C:20]2[CH:25]=[CH:24][CH:23]=[CH:22][CH:21]=2)(=[O:19])=[O:18])=[CH:10][CH:9]=1, predict the reactants needed to synthesize it. The reactants are: [H-].[Al+3].[Li+].[H-].[H-].[H-].[Cl:7][C:8]1[CH:16]=[C:15]2[C:11]([C:12]([CH2:31][CH2:32][CH2:33][S:34][CH3:35])=[C:13]([C:26](OCC)=[O:27])[N:14]2[S:17]([C:20]2[CH:25]=[CH:24][CH:23]=[CH:22][CH:21]=2)(=[O:19])=[O:18])=[CH:10][CH:9]=1. (2) Given the product [F:1][C:2]1[CH:19]=[CH:18][CH:17]=[CH:16][C:3]=1[CH2:4][C:5]1[NH:6][C:7](=[O:15])[C:8]([C:13]#[N:14])=[C:9]([N:20]2[CH2:25][CH2:24][CH:23]([CH2:26][CH2:27][OH:28])[CH2:22][CH2:21]2)[N:10]=1, predict the reactants needed to synthesize it. The reactants are: [F:1][C:2]1[CH:19]=[CH:18][CH:17]=[CH:16][C:3]=1[CH2:4][C:5]1[NH:6][C:7](=[O:15])[C:8]([C:13]#[N:14])=[C:9](SC)[N:10]=1.[NH:20]1[CH2:25][CH2:24][CH:23]([CH2:26][CH2:27][OH:28])[CH2:22][CH2:21]1. (3) Given the product [C:1](=[O:10])([O:6][CH:7]([CH3:9])[CH3:8])[O:2][CH:3]([I:11])[CH3:4], predict the reactants needed to synthesize it. The reactants are: [C:1](=[O:10])([O:6][CH:7]([CH3:9])[CH3:8])[O:2][CH:3](Cl)[CH3:4].[I-:11].[Na+].C1OCCOCCOCCOCCOCCOC1.C(OCC)(=O)C. (4) Given the product [Cl:1][C:2]1[C:3]2[N:4]([C:23]([CH2:24][CH:25]3[CH2:27][CH2:26]3)=[N:22][N:21]=2)[N:5]=[CH:6][C:7]=1[N:8]1[CH2:13][CH2:12][CH:11]([C:14]2[CH:19]=[CH:18][C:17]([F:20])=[CH:16][CH:15]=2)[CH2:10][CH2:9]1, predict the reactants needed to synthesize it. The reactants are: [Cl:1][C:2]1[C:7]([N:8]2[CH2:13][CH2:12][CH:11]([C:14]3[CH:19]=[CH:18][C:17]([F:20])=[CH:16][CH:15]=3)[CH2:10][CH2:9]2)=[CH:6][N:5]=[N:4][C:3]=1[NH:21][NH:22][C:23](=O)[CH2:24][CH:25]1[CH2:27][CH2:26]1.P(Cl)(Cl)(Cl)=O.